The task is: Predict the reactants needed to synthesize the given product.. This data is from Full USPTO retrosynthesis dataset with 1.9M reactions from patents (1976-2016). (1) Given the product [CH3:9][O:10][C:11]1[CH:18]=[CH:17][C:14]([CH:15]=[N:2][OH:3])=[C:13]([CH3:19])[CH:12]=1, predict the reactants needed to synthesize it. The reactants are: Cl.[NH2:2][OH:3].C(=O)(O)[O-].[Na+].[CH3:9][O:10][C:11]1[CH:18]=[CH:17][C:14]([CH:15]=O)=[C:13]([CH3:19])[CH:12]=1. (2) Given the product [I:28][C:2]1[CH:11]=[CH:10][CH:9]=[C:8]2[C:3]=1[CH:4]=[CH:5][N:6]([C@H:13]([CH3:19])[CH2:14][O:15][C:16](=[O:18])[CH3:17])[C:7]2=[O:12], predict the reactants needed to synthesize it. The reactants are: N[C:2]1[CH:11]=[CH:10][CH:9]=[C:8]2[C:3]=1[CH:4]=[CH:5][N:6]([C@H:13]([CH3:19])[CH2:14][O:15][C:16](=[O:18])[CH3:17])[C:7]2=[O:12].N([O-])=O.[Na+].CS(C)=O.[IH:28].C([O-])([O-])=O.[Na+].[Na+]. (3) Given the product [F:28][C:24]1[CH:23]=[C:22]([C:21]2[C:20](=[O:29])[C:19]3[C:14](=[CH:15][CH:16]=[CH:17][CH:18]=3)[O:13][C:12]=2[C@H:9]([OH:8])[CH2:10][CH3:11])[CH:27]=[CH:26][CH:25]=1, predict the reactants needed to synthesize it. The reactants are: C([O:8][C@@H:9]([C:12]1[O:13][C:14]2[C:19]([C:20](=[O:29])[C:21]=1[C:22]1[CH:27]=[CH:26][CH:25]=[C:24]([F:28])[CH:23]=1)=[CH:18][CH:17]=[CH:16][CH:15]=2)[CH2:10][CH3:11])C1C=CC=CC=1.[Cl-].[Al+3].[Cl-].[Cl-]. (4) Given the product [F:30][C:31]([F:50])([F:49])[S:32]([O:22][C:19]1[CH:20]=[CH:21][C:16]([C@H:8]([NH:7][C:6]([O:5][C:1]([CH3:4])([CH3:2])[CH3:3])=[O:23])[C:9](=[O:15])[N:10]2[CH2:11][CH2:12][CH2:13][CH2:14]2)=[CH:17][CH:18]=1)(=[O:34])=[O:33], predict the reactants needed to synthesize it. The reactants are: [C:1]([O:5][C:6](=[O:23])[NH:7][C@@H:8]([C:16]1[CH:21]=[CH:20][C:19]([OH:22])=[CH:18][CH:17]=1)[C:9](=[O:15])[N:10]1[CH2:14][CH2:13][CH2:12][CH2:11]1)([CH3:4])([CH3:3])[CH3:2].C(=O)([O-])[O-].[Cs+].[Cs+].[F:30][C:31]([F:50])([F:49])[S:32](N(C1C=CC=CC=1)[S:32]([C:31]([F:50])([F:49])[F:30])(=[O:34])=[O:33])(=[O:34])=[O:33].